The task is: Predict the reactants needed to synthesize the given product.. This data is from Full USPTO retrosynthesis dataset with 1.9M reactions from patents (1976-2016). (1) Given the product [CH3:52][N:48]([CH3:49])[CH2:47][CH2:46][CH2:45][N:44]1[C:43]2[CH:53]=[CH:54][CH:55]=[CH:56][C:42]=2[N:41]=[C:40]1[CH2:39][N:28]([CH3:27])[CH:29]1[C:38]2[N:37]=[CH:36][CH:35]=[CH:34][C:33]=2[CH2:32][CH2:31][CH2:30]1, predict the reactants needed to synthesize it. The reactants are: NCCCN1C2C=CC=CC=2N=C1CN(C)C1C2N=CC=CC=2CCC1.[CH3:27][N:28]([CH2:39][C:40]1[N:44]([CH2:45][CH:46]2CC[CH2:49][N:48]([CH3:52])[CH2:47]2)[C:43]2[CH:53]=[CH:54][CH:55]=[CH:56][C:42]=2[N:41]=1)[CH:29]1[C:38]2[N:37]=[CH:36][CH:35]=[CH:34][C:33]=2[CH2:32][CH2:31][CH2:30]1. (2) Given the product [CH3:10][N:11]([CH3:15])[CH2:12][CH2:13][N:14]1[C:5](=[O:6])[CH2:4][CH:2]([C:1]([OH:9])=[O:8])[CH2:3]1, predict the reactants needed to synthesize it. The reactants are: [C:1]([OH:9])(=[O:8])[C:2]([CH2:4][C:5](O)=[O:6])=[CH2:3].[CH3:10][N:11]([CH3:15])[CH2:12][CH2:13][NH2:14]. (3) The reactants are: I[C:2]1[CH:3]=[N:4][CH:5]=[C:6]([C:9]=1[NH:10][C:11]1[C:12]([CH3:20])=[C:13]2[C:17](=[CH:18][CH:19]=1)[NH:16][CH:15]=[CH:14]2)[C:7]#[N:8].[CH3:21][O:22][CH2:23][CH2:24][O:25][C:26]1[CH:27]=[C:28](B2OC(C)(C)C(C)(C)O2)[CH:29]=[CH:30][CH:31]=1. Given the product [CH3:21][O:22][CH2:23][CH2:24][O:25][C:26]1[CH:31]=[C:30]([C:2]2[CH:3]=[N:4][CH:5]=[C:6]([C:9]=2[NH:10][C:11]2[C:12]([CH3:20])=[C:13]3[C:17](=[CH:18][CH:19]=2)[NH:16][CH:15]=[CH:14]3)[C:7]#[N:8])[CH:29]=[CH:28][CH:27]=1, predict the reactants needed to synthesize it.